Dataset: Full USPTO retrosynthesis dataset with 1.9M reactions from patents (1976-2016). Task: Predict the reactants needed to synthesize the given product. Given the product [F:48][CH2:49][CH2:50][NH:51][C:36]([NH:18][C:17]1[CH:19]=[CH:20][C:14]([C:12]2[N:13]=[C:8]([N:7]3[CH2:6][CH2:5][O:4][CH2:3][C@@H:2]3[CH3:1])[C:9]3[CH2:24][CH2:23][N:22]([C:25]4[N:26]=[CH:27][CH:28]=[CH:29][N:30]=4)[CH2:21][C:10]=3[N:11]=2)=[CH:15][CH:16]=1)=[O:31], predict the reactants needed to synthesize it. The reactants are: [CH3:1][C@@H:2]1[N:7]([C:8]2[C:9]3[CH2:24][CH2:23][N:22]([C:25]4[N:30]=[CH:29][CH:28]=[CH:27][N:26]=4)[CH2:21][C:10]=3[N:11]=[C:12]([C:14]3[CH:20]=[CH:19][C:17]([NH2:18])=[CH:16][CH:15]=3)[N:13]=2)[CH2:6][CH2:5][O:4][CH2:3]1.[O:31]1[CH2:36]COCC1.C(N(CC)CC)C.C(Cl)(Cl)=O.[F:48][CH2:49][CH2:50][NH2:51].